This data is from hERG potassium channel inhibition data for cardiac toxicity prediction from Karim et al.. The task is: Regression/Classification. Given a drug SMILES string, predict its toxicity properties. Task type varies by dataset: regression for continuous values (e.g., LD50, hERG inhibition percentage) or binary classification for toxic/non-toxic outcomes (e.g., AMES mutagenicity, cardiotoxicity, hepatotoxicity). Dataset: herg_karim. (1) The result is 0 (non-blocker). The compound is CN(C)CCOc1ccc(-c2nc(-c3ccc4c(c3)CCC4=NO)c(-c3ccncc3)[nH]2)cc1. (2) The molecule is CC(C)[NH2+]C[C@@H](O)COc1cccc2ccccc12. The result is 1 (blocker). (3) The molecule is O=C(NC1CCN(Cc2ccn(-c3ccc(C(F)(F)F)cc3)c2)CC1)N1CCn2cccc2[C@H]1c1ccccc1. The result is 1 (blocker). (4) The compound is O=C(C1CC(Oc2ccc(F)cc2)CN1)N1CCCN(C2CCCC2)CC1. The result is 1 (blocker). (5) The molecule is COc1cc(Nc2nn3c(N[C@@H](CO)C(C)C)cc(C4CC4)nc3c2C(N)=O)cc(OC)c1. The result is 1 (blocker). (6) The compound is Cc1cc(C(=O)O)ccc1-c1ccc(N2C(=O)N(c3nccnc3C)C3(CCN(Cc4ncccc4C)CC3)C2=O)cc1. The result is 1 (blocker).